Predict which catalyst facilitates the given reaction. From a dataset of Catalyst prediction with 721,799 reactions and 888 catalyst types from USPTO. (1) The catalyst class is: 38. Reactant: [F:1][C:2]1[CH:7]=[CH:6][C:5]([CH:8]([C:28]2[CH:33]=[CH:32][C:31]([C:34]3[CH:39]=[CH:38][C:37]([NH:40][C:41](=[O:47])[CH2:42][C:43]([O:45]C)=[O:44])=[CH:36][CH:35]=3)=[CH:30][CH:29]=2)[CH2:9]/[C:10](=[N:19]\[O:20]C(=O)CC(OC)=O)/[C:11]2[CH:16]=[CH:15][C:14](=[O:17])[N:13]([CH3:18])[CH:12]=2)=[C:4]([CH3:48])[CH:3]=1.O.[OH-].[Li+]. Product: [F:1][C:2]1[CH:7]=[CH:6][C:5]([CH:8]([C:28]2[CH:33]=[CH:32][C:31]([C:34]3[CH:35]=[CH:36][C:37]([NH:40][C:41](=[O:47])[CH2:42][C:43]([OH:45])=[O:44])=[CH:38][CH:39]=3)=[CH:30][CH:29]=2)[CH2:9]/[C:10](=[N:19]\[OH:20])/[C:11]2[CH:16]=[CH:15][C:14](=[O:17])[N:13]([CH3:18])[CH:12]=2)=[C:4]([CH3:48])[CH:3]=1. (2) Reactant: [CH3:1][C:2]1([CH3:31])[O:6][C@@H:5]([CH2:7][CH2:8][O:9][C:10]2[CH:11]=[C:12]3[C:16](=[CH:17][CH:18]=2)[N:15]([C:19]([O:21][C:22]([CH3:25])([CH3:24])[CH3:23])=[O:20])[C:14]([C:26]([O:28]CC)=[O:27])=[CH:13]3)[CH2:4][O:3]1.[Li+].[OH-].C1COCC1. Product: [CH3:1][C:2]1([CH3:31])[O:6][C@@H:5]([CH2:7][CH2:8][O:9][C:10]2[CH:11]=[C:12]3[C:16](=[CH:17][CH:18]=2)[N:15]([C:19]([O:21][C:22]([CH3:23])([CH3:24])[CH3:25])=[O:20])[C:14]([C:26]([OH:28])=[O:27])=[CH:13]3)[CH2:4][O:3]1. The catalyst class is: 5. (3) Reactant: N1([CH:7]=[C:8]2[CH2:13][CH2:12][N:11]([C:14]([O:16][CH2:17][C:18]3[CH:23]=[CH:22][CH:21]=[CH:20][CH:19]=3)=[O:15])[CH2:10][CH2:9]2)CCCCC1.[CH3:24][C:25](=[O:28])[CH:26]=[CH2:27].C(O)(=O)C. Product: [O:28]=[C:25]1[CH2:24][CH2:7][C:8]2([CH2:9][CH2:10][N:11]([C:14]([O:16][CH2:17][C:18]3[CH:19]=[CH:20][CH:21]=[CH:22][CH:23]=3)=[O:15])[CH2:12][CH2:13]2)[CH:27]=[CH:26]1. The catalyst class is: 8. (4) Reactant: [Cl:1][C:2]1[CH:3]=[C:4]([C:12]2[N:17]=[CH:16][C:15]([C:18]3[CH:23]=[CH:22][CH:21]=[C:20]([CH:24]4[CH2:29][CH2:28][NH:27][CH2:26][CH2:25]4)[C:19]=3[CH2:30][CH3:31])=[CH:14][N:13]=2)[CH:5]=[CH:6][C:7]=1[O:8][CH:9]([CH3:11])[CH3:10].[C:32]([O:36][CH2:37][CH3:38])(=[O:35])[CH:33]=[CH2:34].C1CCN2C(=NCCC2)CC1. Product: [Cl:1][C:2]1[CH:3]=[C:4]([C:12]2[N:17]=[CH:16][C:15]([C:18]3[C:19]([CH2:30][CH3:31])=[C:20]([CH:24]4[CH2:29][CH2:28][N:27]([CH2:34][CH2:33][C:32]([O:36][CH2:37][CH3:38])=[O:35])[CH2:26][CH2:25]4)[CH:21]=[CH:22][CH:23]=3)=[CH:14][N:13]=2)[CH:5]=[CH:6][C:7]=1[O:8][CH:9]([CH3:11])[CH3:10]. The catalyst class is: 10. (5) Reactant: [SH:1][C:2]1[S:3][C:4]2[CH2:14][CH2:13][C:12]3[C:7](=[CH:8][CH:9]=[CH:10][C:11]=3[O:15][CH2:16][C:17]([O:19]CC)=[O:18])[C:5]=2[N:6]=1.[Br-].[C:23]1([CH2:29][C:30]2[CH:35]=[CH:34][CH:33]=[CH:32][CH:31]=2)[CH:28]=[CH:27][CH:26]=[CH:25][CH:24]=1.C(=O)([O-])[O-].[K+].[K+]. Product: [C:23]1([CH:29]([C:30]2[CH:31]=[CH:32][CH:33]=[CH:34][CH:35]=2)[S:1][C:2]2[S:3][C:4]3[CH2:14][CH2:13][C:12]4[C:7](=[CH:8][CH:9]=[CH:10][C:11]=4[O:15][CH2:16][C:17]([OH:19])=[O:18])[C:5]=3[N:6]=2)[CH:28]=[CH:27][CH:26]=[CH:25][CH:24]=1. The catalyst class is: 288. (6) Reactant: C(N(CC)CC)C.[NH2:8][C@H:9]([CH3:16])[C@@H:10]([CH2:14][CH3:15])[C:11]([OH:13])=[O:12].[CH3:17][C:18]([O:21][C:22](O[C:22]([O:21][C:18]([CH3:20])([CH3:19])[CH3:17])=[O:23])=[O:23])([CH3:20])[CH3:19]. Product: [C:18]([O:21][C:22]([NH:8][C@H:9]([CH3:16])[C@@H:10]([CH2:14][CH3:15])[C:11]([OH:13])=[O:12])=[O:23])([CH3:20])([CH3:19])[CH3:17]. The catalyst class is: 38. (7) Reactant: [C:1]([O:5][C:6](=[O:31])[CH2:7][O:8][CH:9]1[CH2:14][CH2:13][CH2:12][CH:11]([NH:15][C:16]2[C:17]3[CH:24]=[C:23]([C:25]4[CH:30]=[CH:29][CH:28]=[CH:27][CH:26]=4)[O:22][C:18]=3[N:19]=[CH:20][N:21]=2)[CH2:10]1)([CH3:4])([CH3:3])[CH3:2].[Br:32]N1C(=O)CCC1=O. Product: [C:1]([O:5][C:6](=[O:31])[CH2:7][O:8][CH:9]1[CH2:14][CH2:13][CH2:12][CH:11]([NH:15][C:16]2[C:17]3[C:24]([Br:32])=[C:23]([C:25]4[CH:26]=[CH:27][CH:28]=[CH:29][CH:30]=4)[O:22][C:18]=3[N:19]=[CH:20][N:21]=2)[CH2:10]1)([CH3:4])([CH3:2])[CH3:3]. The catalyst class is: 53.